From a dataset of Full USPTO retrosynthesis dataset with 1.9M reactions from patents (1976-2016). Predict the reactants needed to synthesize the given product. (1) Given the product [Cl:1][C:2]1[S:3][C:4]([CH2:7][N:19]2[C:20]3[C:25](=[CH:24][CH:23]=[CH:22][C:21]=3[C:38]#[N:39])[C:26]3([C:30]4=[CH:31][C:32]5[O:36][CH2:35][O:34][C:33]=5[CH:37]=[C:29]4[O:28][CH2:27]3)[C:18]2=[O:17])=[CH:5][CH:6]=1, predict the reactants needed to synthesize it. The reactants are: [Cl:1][C:2]1[S:3][C:4]([CH2:7]Cl)=[CH:5][CH:6]=1.BrCC1CCCCO1.[O:17]=[C:18]1[C:26]2([C:30]3=[CH:31][C:32]4[O:36][CH2:35][O:34][C:33]=4[CH:37]=[C:29]3[O:28][CH2:27]2)[C:25]2[C:20](=[C:21]([C:38]#[N:39])[CH:22]=[CH:23][CH:24]=2)[NH:19]1. (2) Given the product [CH2:1]([N:3]1[C:7]2=[N:8][C:9]([CH2:60][CH3:61])=[C:10]([CH2:19][NH:20][C:21]([C:23]3[CH:28]=[CH:27][CH:26]=[C:25]([C:29]([NH:31][CH2:32][C:33]4[CH:34]=[C:35]([C:39]5[CH:44]=[CH:43][CH:42]=[C:41]([CH2:45][N:46]6[CH2:51][CH2:50][NH:49][C@@H:48]([CH3:59])[CH2:47]6)[CH:40]=5)[CH:36]=[CH:37][CH:38]=4)=[O:30])[CH:24]=3)=[O:22])[C:11]([NH:12][CH:13]3[CH2:14][CH2:15][O:16][CH2:17][CH2:18]3)=[C:6]2[CH:5]=[N:4]1)[CH3:2], predict the reactants needed to synthesize it. The reactants are: [CH2:1]([N:3]1[C:7]2=[N:8][C:9]([CH2:60][CH3:61])=[C:10]([CH2:19][NH:20][C:21]([C:23]3[CH:24]=[C:25]([C:29]([NH:31][CH2:32][C:33]4[CH:34]=[C:35]([C:39]5[CH:44]=[CH:43][CH:42]=[C:41]([CH2:45][N:46]6[CH2:51][CH2:50][N:49](C(OC(C)(C)C)=O)[C@@H:48]([CH3:59])[CH2:47]6)[CH:40]=5)[CH:36]=[CH:37][CH:38]=4)=[O:30])[CH:26]=[CH:27][CH:28]=3)=[O:22])[C:11]([NH:12][CH:13]3[CH2:18][CH2:17][O:16][CH2:15][CH2:14]3)=[C:6]2[CH:5]=[N:4]1)[CH3:2].C(O)(C(F)(F)F)=O. (3) Given the product [N:25]1([C:17]2[N:16]=[C:15]([C:12]3[CH:13]=[CH:14][C:9]([NH2:8])=[C:10]([C:31]([F:33])([F:32])[F:34])[CH:11]=3)[CH:24]=[C:23]3[C:18]=2[CH:19]=[CH:20][CH:21]=[N:22]3)[CH2:30][CH2:29][O:28][CH2:27][CH2:26]1, predict the reactants needed to synthesize it. The reactants are: C([N:8](CC1C=CC=CC=1)[C:9]1[CH:14]=[CH:13][C:12]([C:15]2[CH:24]=[C:23]3[C:18]([CH:19]=[CH:20][CH:21]=[N:22]3)=[C:17]([N:25]3[CH2:30][CH2:29][O:28][CH2:27][CH2:26]3)[N:16]=2)=[CH:11][C:10]=1[C:31]([F:34])([F:33])[F:32])C1C=CC=CC=1.C1CC=CCC=1. (4) The reactants are: [C:1]([N:8]1[CH:12]=[CH:11]N=C1)([N:3]1[CH:7]=[CH:6]N=C1)=[O:2].N[CH2:14][C:15]1[CH:16]=[N:17][CH:18]=CC=1.[NH:21]1[C:29]2[C:24](=[CH:25][CH:26]=[CH:27][CH:28]=2)[C:23]([CH2:30][CH2:31][CH2:32][CH2:33]CCN)=[CH:22]1. Given the product [NH:21]1[C:29]2[C:24](=[CH:25][CH:26]=[CH:27][CH:28]=2)[C:23]([CH2:30][CH2:31][CH2:32][CH2:33][CH2:11][CH2:12][NH:8][C:1]([NH:3][CH2:7][C:6]2[CH:18]=[N:17][CH:16]=[CH:15][CH:14]=2)=[O:2])=[CH:22]1, predict the reactants needed to synthesize it. (5) Given the product [CH2:10]1[CH:9]2[N:8]([C:6](=[O:7])[O:5][CH2:1][CH2:4]2)[CH2:13][CH2:12][NH:11]1, predict the reactants needed to synthesize it. The reactants are: [C:1]([O:5][C:6]([N:8]1[CH2:13][CH2:12][NH:11][CH:10](CCO)[CH2:9]1)=[O:7])([CH3:4])(C)C.ClC(Cl)(OC(=O)OC(Cl)(Cl)Cl)Cl. (6) Given the product [CH2:3]([O:10][C@@H:11]1[C@H:15]([OH:16])[C@@H:14]([CH2:17][O:18][C:35]([C:34]2[CH:51]=[CH:52][C:31]([O:30][CH3:29])=[CH:32][CH:33]=2)([C:36]2[CH:41]=[CH:40][C:39]([O:42][CH3:43])=[CH:38][CH:37]=2)[C:44]2[CH:45]=[CH:46][CH:47]=[CH:48][CH:49]=2)[O:13][C@H:12]1[N:19]1[C:28]2[N:27]=[CH:26][N:25]=[C:23]([OH:24])[C:22]=2[N:21]=[CH:20]1)[C:4]1[CH:5]=[CH:6][CH:7]=[CH:8][CH:9]=1, predict the reactants needed to synthesize it. The reactants are: N#N.[CH2:3]([O:10][C@@H:11]1[C@H:15]([OH:16])[C@@H:14]([CH2:17][OH:18])[O:13][C@H:12]1[N:19]1[C:28]2[N:27]=[CH:26][N:25]=[C:23]([OH:24])[C:22]=2[N:21]=[CH:20]1)[C:4]1[CH:9]=[CH:8][CH:7]=[CH:6][CH:5]=1.[CH3:29][O:30][C:31]1[CH:52]=[CH:51][C:34]([C:35](Cl)([C:44]2[CH:49]=[CH:48][CH:47]=[CH:46][CH:45]=2)[C:36]2[CH:41]=[CH:40][C:39]([O:42][CH3:43])=[CH:38][CH:37]=2)=[CH:33][CH:32]=1. (7) Given the product [CH2:9]([NH:16][C:17]([NH:19][C:21]1[CH:27]=[CH:26][CH:25]=[C:23]([NH2:24])[CH:22]=1)=[O:18])[C:10]1[CH:15]=[CH:14][CH:13]=[CH:12][CH:11]=1, predict the reactants needed to synthesize it. The reactants are: [O-]P([O-])([O-])=O.[K+].[K+].[K+].[CH2:9]([NH:16][C:17]([NH2:19])=[O:18])[C:10]1[CH:15]=[CH:14][CH:13]=[CH:12][CH:11]=1.Br[C:21]1[CH:22]=[C:23]([CH:25]=[CH:26][CH:27]=1)[NH2:24].CNCCNC. (8) Given the product [Cl:25][CH2:26][CH2:27][CH2:28][CH:29]([CH:33]1[CH2:35][CH2:34]1)[C:30]([NH:38][NH:37][C:36]([O:40][C:41]([CH3:44])([CH3:43])[CH3:42])=[O:39])=[O:32], predict the reactants needed to synthesize it. The reactants are: C(N(C(C)C)CC)(C)C.C1N(P(Cl)(N2C(=O)OCC2)=O)C(=O)OC1.[Cl:25][CH2:26][CH2:27][CH2:28][CH:29]([CH:33]1[CH2:35][CH2:34]1)[C:30]([OH:32])=O.[C:36]([O:40][C:41]([CH3:44])([CH3:43])[CH3:42])(=[O:39])[NH:37][NH2:38]. (9) Given the product [Cl:19][C:20]1[CH:25]=[C:24]([NH:2][CH:3]2[CH2:8][CH2:7][C:6]([OH:12])([C:9]([OH:11])=[O:10])[CH2:5][CH2:4]2)[C:23]([N+:27]([O-:29])=[O:28])=[CH:22][N:21]=1, predict the reactants needed to synthesize it. The reactants are: Cl.[NH2:2][CH:3]1[CH2:8][CH2:7][C:6]([OH:12])([C:9]([OH:11])=[O:10])[CH2:5][CH2:4]1.C(=O)([O-])[O-].[K+].[K+].[Cl:19][C:20]1[CH:25]=[C:24](Cl)[C:23]([N+:27]([O-:29])=[O:28])=[CH:22][N:21]=1.Cl. (10) Given the product [Cl:23][C:24]1[CH:29]=[CH:28][C:27]([C:3]2[C:2]([F:1])=[CH:7][N:6]([CH2:8][CH2:9][C@@:10]([CH3:20])([S:16]([CH3:19])(=[O:17])=[O:18])[C:11]([OH:13])=[O:12])[C:5](=[O:21])[CH:4]=2)=[C:26]([F:33])[CH:25]=1, predict the reactants needed to synthesize it. The reactants are: [F:1][C:2]1[C:3](I)=[CH:4][C:5](=[O:21])[N:6]([CH2:8][CH2:9][C@@:10]([CH3:20])([S:16]([CH3:19])(=[O:18])=[O:17])[C:11]([O:13]CC)=[O:12])[CH:7]=1.[Cl:23][C:24]1[CH:29]=[CH:28][C:27](B(O)O)=[C:26]([F:33])[CH:25]=1.CC1CCCO1.[O-]P([O-])([O-])=O.[K+].[K+].[K+].[OH-].[Li+].